Dataset: Catalyst prediction with 721,799 reactions and 888 catalyst types from USPTO. Task: Predict which catalyst facilitates the given reaction. (1) Reactant: Br[C:2]1[CH:7]=[CH:6][CH:5]=[CH:4][N:3]=1.C(OC([NH:18][C:19]([CH3:33])([CH3:32])[CH2:20][CH2:21][CH2:22]B1C2CCCC1CCC2)=O)C1C=CC=CC=1.C1COCC1.C(=O)([O-])[O-].[K+].[K+].[OH-].[Na+]. Product: [NH2:18][C:19]([CH3:33])([CH3:32])[CH2:20][CH2:21][CH2:22][C:2]1[CH:7]=[CH:6][CH:5]=[CH:4][N:3]=1. The catalyst class is: 6. (2) Reactant: [CH2:1]([O:3][C:4]1[CH:5]=[C:6]2[C:11](=[C:12]3[CH2:16][C:15]([CH3:18])([CH3:17])[O:14][C:13]=13)[C:10]([C:19]1[CH:20]=[C:21]([CH:26]=[CH:27][CH:28]=1)[C:22]([NH:24][CH3:25])=[O:23])=[N:9][C:8]([CH3:30])([CH3:29])[CH:7]2O)[CH3:2].C(N(S(F)(F)[F:38])CC)C.C(=O)([O-])O.[Na+]. Product: [CH2:1]([O:3][C:4]1[CH:5]=[C:6]2[C:11](=[C:12]3[CH2:16][C:15]([CH3:18])([CH3:17])[O:14][C:13]=13)[C:10]([C:19]1[CH:20]=[C:21]([CH:26]=[CH:27][CH:28]=1)[C:22]([NH:24][CH3:25])=[O:23])=[N:9][C:8]([CH3:30])([CH3:29])[CH:7]2[F:38])[CH3:2]. The catalyst class is: 4. (3) Reactant: C(OC([N:8]1[CH2:38][CH2:37][C:11]2([O:15][C:14](=[O:16])[N:13]([CH2:17][C:18]3[CH:23]=[CH:22][C:21]([O:24][CH2:25][CH:26]([CH3:28])[CH3:27])=[CH:20][CH:19]=3)[CH:12]2[CH2:29][C:30]2[CH:35]=[CH:34][C:33]([F:36])=[CH:32][CH:31]=2)[CH2:10][CH2:9]1)=O)(C)(C)C.[NH:39]1[CH2:44][CH2:43][O:42][CH2:41][CH2:40]1.[Cl:45][CH2:46][CH2:47][CH2:48]I.C(=O)([O-])[O-].[K+].[K+].[I-].[Na+]. Product: [ClH:45].[ClH:45].[F:36][C:33]1[CH:32]=[CH:31][C:30]([CH2:29][CH:12]2[C:11]3([CH2:37][CH2:38][N:8]([CH2:46][CH2:47][CH2:48][N:39]4[CH2:44][CH2:43][O:42][CH2:41][CH2:40]4)[CH2:9][CH2:10]3)[O:15][C:14](=[O:16])[N:13]2[CH2:17][C:18]2[CH:23]=[CH:22][C:21]([O:24][CH2:25][CH:26]([CH3:27])[CH3:28])=[CH:20][CH:19]=2)=[CH:35][CH:34]=1. The catalyst class is: 444. (4) Reactant: [CH2:1]1[CH2:5][NH:4][C@@H:3]([CH2:6][C:7]([OH:9])=[O:8])[CH2:2]1.S(=O)(=O)(O)O.[CH3:15][C:16](=[CH2:18])[CH3:17].C(=O)([O-])[O-].[K+].[K+]. Product: [NH:4]1[CH2:5][CH2:1][CH2:2][CH2:3][C@@H:6]1[C:7]([O:9][C:16]([CH3:18])([CH3:17])[CH3:15])=[O:8]. The catalyst class is: 12. (5) Reactant: [CH2:1]([O:3][C:4]1[CH:5]=[CH:6][C:7]([F:20])=[C:8]([C:10]2[CH:15]=[C:14]([CH3:16])[N:13]=[C:12]([CH:17]=O)[C:11]=2[CH3:19])[CH:9]=1)[CH3:2].[NH2:21][CH:22]1[CH2:26][CH2:25][N:24]([CH3:27])[C:23]1=[O:28].S([O-])([O-])(=O)=O.[Mg+2]. Product: [CH2:1]([O:3][C:4]1[CH:5]=[CH:6][C:7]([F:20])=[C:8]([C:10]2[CH:15]=[C:14]([CH3:16])[N:13]=[C:12](/[CH:17]=[N:21]/[CH:22]3[CH2:26][CH2:25][N:24]([CH3:27])[C:23]3=[O:28])[C:11]=2[CH3:19])[CH:9]=1)[CH3:2]. The catalyst class is: 2. (6) Reactant: [CH2:1]([O:3][C:4]([N:6]1[CH2:11][CH2:10][CH:9]([NH:12][CH2:13][C:14]2[CH:19]=[CH:18][N:17]=[C:16]([C:20]3[CH:25]=[C:24]([O:26][CH3:27])[C:23]([O:28][CH3:29])=[C:22]([O:30][CH3:31])[CH:21]=3)[CH:15]=2)[CH2:8][CH2:7]1)=[O:5])[CH3:2].C(=O)([O-])[O-].[K+].[K+].I[CH2:39][CH3:40]. Product: [CH2:1]([O:3][C:4]([N:6]1[CH2:11][CH2:10][CH:9]([N:12]([CH2:39][CH3:40])[CH2:13][C:14]2[CH:19]=[CH:18][N:17]=[C:16]([C:20]3[CH:21]=[C:22]([O:30][CH3:31])[C:23]([O:28][CH3:29])=[C:24]([O:26][CH3:27])[CH:25]=3)[CH:15]=2)[CH2:8][CH2:7]1)=[O:5])[CH3:2]. The catalyst class is: 10. (7) Product: [CH3:8][C:4]1[CH:5]=[CH:6][CH:7]=[C:2]([CH3:1])[C:3]=1[NH:9][C:10](=[O:18])[CH2:11][N:12]1[CH2:13][CH2:14][N:15]([CH2:20][CH2:21][CH2:22][C:23](=[O:24])[C:25]2[CH:30]=[CH:29][CH:28]=[CH:27][CH:26]=2)[CH2:16][CH2:17]1. Reactant: [CH3:1][C:2]1[CH:7]=[CH:6][CH:5]=[C:4]([CH3:8])[C:3]=1[NH:9][C:10](=[O:18])[CH2:11][N:12]1[CH2:17][CH2:16][NH:15][CH2:14][CH2:13]1.Cl[CH2:20][CH2:21][CH2:22][C:23]([C:25]1[CH:30]=[CH:29][CH:28]=[CH:27][CH:26]=1)=[O:24].C(N(CC)CC)C. The catalyst class is: 8. (8) Reactant: S(=O)(=O)(O)O.[O-]S([O-])(=O)=O.[Mg+2].[Br:12][CH:13]([C:17]1[CH:22]=[CH:21][CH:20]=[CH:19][CH:18]=1)[C:14]([OH:16])=[O:15].[C:23](O)([CH3:26])([CH3:25])[CH3:24].C([O-])(O)=O.[Na+]. Product: [Br:12][CH:13]([C:17]1[CH:22]=[CH:21][CH:20]=[CH:19][CH:18]=1)[C:14]([O:16][C:23]([CH3:26])([CH3:25])[CH3:24])=[O:15]. The catalyst class is: 46. (9) Reactant: C([O:3][CH:4](OCC)[CH2:5][N:6]([CH3:8])[CH3:7])C.Cl.[S:13](S([O-])=O)([O-:16])(=[O:15])=[O:14].[Na+].[Na+].C(O)C. Product: [CH3:7][N:6]([CH2:5][CH:4]=[O:3])[CH3:8].[S:13]([O-:16])([OH:15])=[O:14]. The catalyst class is: 6. (10) Reactant: [N:1]1[CH:6]=[CH:5][CH:4]=[N:3][CH:2]=1.[Br:7][CH2:8][C:9]1[CH:14]=[CH:13][C:12]([F:15])=[CH:11][CH:10]=1. Product: [Br-:7].[F:15][C:12]1[CH:13]=[CH:14][C:9]([CH2:8][N+:1]2[CH:6]=[CH:5][CH:4]=[N:3][CH:2]=2)=[CH:10][CH:11]=1. The catalyst class is: 10.